Dataset: Catalyst prediction with 721,799 reactions and 888 catalyst types from USPTO. Task: Predict which catalyst facilitates the given reaction. (1) Reactant: Br[CH:2]([CH3:19])[C:3]([C:5]1[C:14]2[C:9](=[C:10]([C:15]([F:18])([F:17])[F:16])[CH:11]=[CH:12][CH:13]=2)[CH:8]=[CH:7][CH:6]=1)=O.[NH:20]1[CH2:24][CH2:23][NH:22][C:21]1=[S:25].[ClH:26]. Product: [ClH:26].[CH3:19][C:2]1[S:25][C:21]2=[N:20][CH2:24][CH2:23][N:22]2[C:3]=1[C:5]1[C:14]2[C:9](=[C:10]([C:15]([F:18])([F:17])[F:16])[CH:11]=[CH:12][CH:13]=2)[CH:8]=[CH:7][CH:6]=1. The catalyst class is: 212. (2) The catalyst class is: 23. Reactant: [N:1]1([C@@H:7]2[CH2:12][CH2:11][C@H:10]([NH:13][CH:14]3[C:23]4[N:22]=[CH:21][CH:20]=[CH:19][C:18]=4[CH2:17][CH2:16][CH2:15]3)[CH2:9][CH2:8]2)[CH2:6][CH2:5][O:4][CH2:3][CH2:2]1.C(OC([N:31]1[C:35]2[CH:36]=[CH:37][CH:38]=[CH:39][C:34]=2[N:33]=[C:32]1[CH2:40]Cl)=O)(C)(C)C.C(N(CC)C(C)C)(C)C.[I-].[K+]. Product: [NH:31]1[C:35]2[CH:36]=[CH:37][CH:38]=[CH:39][C:34]=2[N:33]=[C:32]1[CH2:40][N:13]([C@H:10]1[CH2:9][CH2:8][C@@H:7]([N:1]2[CH2:6][CH2:5][O:4][CH2:3][CH2:2]2)[CH2:12][CH2:11]1)[CH:14]1[C:23]2[N:22]=[CH:21][CH:20]=[CH:19][C:18]=2[CH2:17][CH2:16][CH2:15]1. (3) Product: [ClH:28].[N:1]1[CH:6]=[CH:5][CH:4]=[CH:3][C:2]=1[O:7][CH2:8][C:9]1[CH:27]=[CH:26][C:12]([CH2:13][C:14]2[CH:18]=[C:17]([C:19]3[C:20]([NH2:25])=[N:21][CH:22]=[CH:23][CH:24]=3)[O:16][N:15]=2)=[CH:11][CH:10]=1. The catalyst class is: 5. Reactant: [N:1]1[CH:6]=[CH:5][CH:4]=[CH:3][C:2]=1[O:7][CH2:8][C:9]1[CH:27]=[CH:26][C:12]([CH2:13][C:14]2[CH:18]=[C:17]([C:19]3[C:20]([NH2:25])=[N:21][CH:22]=[CH:23][CH:24]=3)[O:16][N:15]=2)=[CH:11][CH:10]=1.[ClH:28].COC(C)(C)C. (4) Reactant: [CH:1]1([O:6][C:7]2[CH:8]=[C:9]([CH:19]=[C:20]([OH:22])[CH:21]=2)[C:10]([NH:12][C:13]2[CH:17]=[CH:16][N:15]([CH3:18])[N:14]=2)=[O:11])[CH2:5][CH2:4][CH2:3][CH2:2]1.[Cl:23][C:24]1[CH:25]=[C:26]([C:31]([N:33]2[CH2:36][CH2:35][CH2:34]2)=[O:32])[CH:27]=[CH:28][C:29]=1F.C(=O)([O-])[O-].[K+].[K+]. Product: [N:33]1([C:31]([C:26]2[CH:27]=[CH:28][C:29]([O:22][C:20]3[CH:19]=[C:9]([CH:8]=[C:7]([O:6][CH:1]4[CH2:5][CH2:4][CH2:3][CH2:2]4)[CH:21]=3)[C:10]([NH:12][C:13]3[CH:17]=[CH:16][N:15]([CH3:18])[N:14]=3)=[O:11])=[C:24]([Cl:23])[CH:25]=2)=[O:32])[CH2:36][CH2:35][CH2:34]1. The catalyst class is: 10. (5) Reactant: [O:1]=[C:2]1[NH:6][C:5]2[CH:7]=[CH:8][CH:9]=[C:10]([C:11]([O:13]C)=O)[C:4]=2[NH:3]1.[CH2:15]([Mg]Br)[CH3:16].[CH2:19](OCC)[CH3:20].Cl. Product: [CH2:19]([C:11]([C:10]1[C:4]2[NH:3][C:2](=[O:1])[NH:6][C:5]=2[CH:7]=[CH:8][CH:9]=1)([OH:13])[CH2:15][CH3:16])[CH3:20]. The catalyst class is: 83. (6) Reactant: O[Li].O.C[O:5][C:6](=[O:22])[CH2:7][C@H:8]([C:15]1[CH:20]=[CH:19][C:18]([F:21])=[CH:17][CH:16]=1)[NH:9][CH2:10][C:11]([F:14])([F:13])[F:12]. Product: [F:21][C:18]1[CH:17]=[CH:16][C:15]([C@H:8]([NH:9][CH2:10][C:11]([F:12])([F:13])[F:14])[CH2:7][C:6]([OH:22])=[O:5])=[CH:20][CH:19]=1. The catalyst class is: 90. (7) Product: [CH:17]1([CH:21]=[CH:9][C:10]([O:12][CH2:13][CH3:14])=[O:11])[CH2:19][CH2:18]1. Reactant: C(OP([CH2:9][C:10]([O:12][CH2:13][CH3:14])=[O:11])(OCC)=O)C.[H-].[Na+].[CH2:17]1[CH2:21]O[CH2:19][CH2:18]1.C1(C=O)CC1. The catalyst class is: 18. (8) Reactant: [CH3:1][C:2]1[CH:7]=[CH:6][C:5]([S:8]([O:11][CH2:12][CH:13]2[CH2:17][C:16]3[CH:18]=[CH:19][CH:20]=[C:21]([O:22]C)[C:15]=3[O:14]2)(=[O:10])=[O:9])=[CH:4][CH:3]=1.Br. Product: [CH3:1][C:2]1[CH:3]=[CH:4][C:5]([S:8]([O:11][CH2:12][CH:13]2[CH2:17][C:16]3[CH:18]=[CH:19][CH:20]=[C:21]([OH:22])[C:15]=3[O:14]2)(=[O:10])=[O:9])=[CH:6][CH:7]=1. The catalyst class is: 6.